From a dataset of Peptide-MHC class II binding affinity with 134,281 pairs from IEDB. Regression. Given a peptide amino acid sequence and an MHC pseudo amino acid sequence, predict their binding affinity value. This is MHC class II binding data. (1) The peptide sequence is VPKKKKDKDIPQSSE. The MHC is DRB1_0301 with pseudo-sequence DRB1_0301. The binding affinity (normalized) is 0.0834. (2) The peptide sequence is GKIDFLNNYALFLSP. The MHC is HLA-DQA10501-DQB10301 with pseudo-sequence HLA-DQA10501-DQB10301. The binding affinity (normalized) is 0.421.